From a dataset of Full USPTO retrosynthesis dataset with 1.9M reactions from patents (1976-2016). Predict the reactants needed to synthesize the given product. (1) Given the product [CH2:10]([C:17]1[CH:18]=[CH:19][C:20]([NH:23][C:24]2[C:33]3[C:28](=[CH:29][N:30]=[C:31]([NH:1][CH2:2][CH2:3][N:4]4[CH2:9][CH2:8][O:7][CH2:6][CH2:5]4)[CH:32]=3)[N:27]=[CH:26][C:25]=2[C:35]#[N:36])=[CH:21][CH:22]=1)[C:11]1[CH:16]=[CH:15][CH:14]=[CH:13][CH:12]=1, predict the reactants needed to synthesize it. The reactants are: [NH2:1][CH2:2][CH2:3][N:4]1[CH2:9][CH2:8][O:7][CH2:6][CH2:5]1.[CH2:10]([C:17]1[CH:22]=[CH:21][C:20]([NH:23][C:24]2[C:33]3[C:28](=[CH:29][N:30]=[C:31](F)[CH:32]=3)[N:27]=[CH:26][C:25]=2[C:35]#[N:36])=[CH:19][CH:18]=1)[C:11]1[CH:16]=[CH:15][CH:14]=[CH:13][CH:12]=1. (2) Given the product [CH:1]1([CH2:4][N:5]2[C:10](=[O:11])[C:9]([CH2:12][CH2:13][CH2:14][N:58]3[CH2:57][CH2:56][N:77]([CH3:76])[CH2:72][CH2:71]3)=[CH:8][C:7]([C:28]3[CH:33]=[CH:32][C:31]([O:34][CH3:35])=[C:30]([F:36])[CH:29]=3)=[N:6]2)[CH2:3][CH2:2]1, predict the reactants needed to synthesize it. The reactants are: [CH:1]1([CH2:4][N:5]2[C:10](=[O:11])[C:9]([CH2:12][CH:13](C(OC(C)(C)C)=O)[C:14](OC(C)(C)C)=O)=[CH:8][C:7]([C:28]3[CH:33]=[CH:32][C:31]([O:34][CH3:35])=[C:30]([F:36])[CH:29]=3)=[N:6]2)[CH2:3][CH2:2]1.[H-].[Na+].C(OC(C)(C)C)(=O)CC(OC(C)(C)C)=O.BrC[C:56]1[C:57](=O)[N:58]([CH2:71][CH:72]2CC2)N=C(C2C=CC(OC)=C(F)C=2)C=1.[CH3:76][N:77](C)C=O. (3) Given the product [CH3:27][C:19]1[CH:20]=[C:21]([C:22]#[N:23])[CH:24]=[C:25]([CH3:26])[C:18]=1[O:17][C:4]1[N:5]=[C:6]([NH:8][C:9]2[CH:14]=[CH:13][C:12]([C:15]#[N:16])=[CH:11][CH:10]=2)[N:7]=[C:2]([NH2:1])[C:3]=1[Br:28], predict the reactants needed to synthesize it. The reactants are: [NH2:1][C:2]1[N:7]=[C:6]([NH:8][C:9]2[CH:14]=[CH:13][C:12]([C:15]#[N:16])=[CH:11][CH:10]=2)[N:5]=[C:4]([O:17][C:18]2[C:25]([CH3:26])=[CH:24][C:21]([C:22]#[N:23])=[CH:20][C:19]=2[CH3:27])[CH:3]=1.[Br:28]Br.[OH-].[Na+].S(S([O-])=O)([O-])(=O)=O.[Na+].[Na+].